Task: Predict the reaction yield, written as a fraction of the theoretical maximum amount of product (1.0 means a 100% yield; for example, 0.34 means a 34% yield).. Dataset: Reaction yield outcomes from USPTO patents with 853,638 reactions The reactants are [CH3:1][O:2][C:3]([C:5]1[CH:6]=[C:7]([CH:11]=[CH:12][CH:13]=1)[C:8]([OH:10])=O)=[O:4].CN(C(ON1N=NC2C=CC=NC1=2)=[N+](C)C)C.F[P-](F)(F)(F)(F)F.[C:38]([O:42][C:43](=[O:48])[NH:44][CH2:45][CH2:46][NH2:47])([CH3:41])([CH3:40])[CH3:39]. The catalyst is CN(C=O)C.C(OCC)(=O)C. The product is [C:38]([O:42][C:43]([NH:44][CH2:45][CH2:46][NH:47][C:8]([C:7]1[CH:6]=[C:5]([CH:13]=[CH:12][CH:11]=1)[C:3]([O:2][CH3:1])=[O:4])=[O:10])=[O:48])([CH3:41])([CH3:40])[CH3:39]. The yield is 0.940.